The task is: Predict the product of the given reaction.. This data is from Forward reaction prediction with 1.9M reactions from USPTO patents (1976-2016). (1) Given the reactants CCN(C(C)C)C(C)C.CN(C(ON1N=NC2C=CC=NC1=2)=[N+](C)C)C.F[P-](F)(F)(F)(F)F.Cl.[NH2:35][C:36]1([C:39]#[N:40])[CH2:38][CH2:37]1.[CH2:41]1[C:45]2([CH2:50][CH2:49][N:48]([C:51]([NH:53][C@@H:54]([CH2:58][C:59]([F:68])([F:67])[CH2:60][C:61]3[CH:66]=[CH:65][CH:64]=[CH:63][CH:62]=3)[C:55](O)=[O:56])=[O:52])[CH2:47][CH2:46]2)[CH2:44][CH2:43][CH2:42]1, predict the reaction product. The product is: [C:39]([C:36]1([NH:35][C:55]([C@@H:54]([NH:53][C:51]([N:48]2[CH2:47][CH2:46][C:45]3([CH2:44][CH2:43][CH2:42][CH2:41]3)[CH2:50][CH2:49]2)=[O:52])[CH2:58][C:59]([F:67])([F:68])[CH2:60][C:61]2[CH:66]=[CH:65][CH:64]=[CH:63][CH:62]=2)=[O:56])[CH2:38][CH2:37]1)#[N:40]. (2) Given the reactants Br[N:2]1[C:6](=[O:7])[C:5]2=[CH:8][CH:9]=[CH:10][CH:11]=[C:4]2[C:3]1=[O:12].[C:13](=[S:16])([S-:15])[NH2:14].[Na+], predict the reaction product. The product is: [C:6]1(=[O:7])[NH:2][C:3](=[O:12])[C:4]2=[CH:11][CH:10]=[CH:9][CH:8]=[C:5]12.[C:13](=[S:15])([S-:16])[NH2:14]. (3) Given the reactants C[O:2][C:3]([C:5]1[CH:6]=[CH:7][C:8]2[N:9]([CH:21]3[CH2:26][CH2:25][N:24]([CH2:27][C:28]4[CH:33]=[CH:32][CH:31]=[CH:30][CH:29]=4)[CH2:23][CH2:22]3)[C:10]3[C:15]([O:16][C:17]=2[CH:18]=1)=[C:14]([O:19][CH3:20])[CH:13]=[CH:12][CH:11]=3)=[O:4].[OH-].[Na+].O.Cl, predict the reaction product. The product is: [CH2:27]([N:24]1[CH2:23][CH2:22][CH:21]([N:9]2[C:8]3[CH:7]=[CH:6][C:5]([C:3]([OH:4])=[O:2])=[CH:18][C:17]=3[O:16][C:15]3[C:10]2=[CH:11][CH:12]=[CH:13][C:14]=3[O:19][CH3:20])[CH2:26][CH2:25]1)[C:28]1[CH:33]=[CH:32][CH:31]=[CH:30][CH:29]=1. (4) The product is: [F:1][C:2]1[CH:11]=[CH:10][C:9]([N:12]([CH2:32][C:31]2[CH:30]=[CH:29][C:28]([C:27]#[C:26][C:23]3[CH:22]=[CH:21][C:20]([F:19])=[CH:25][CH:24]=3)=[CH:35][CH:34]=2)[CH2:13][CH2:14][CH2:15][CH2:16][CH2:17][CH3:18])=[CH:8][C:3]=1[C:4]([O:6][CH3:7])=[O:5]. Given the reactants [F:1][C:2]1[CH:11]=[CH:10][C:9]([NH:12][CH2:13][CH2:14][CH2:15][CH2:16][CH2:17][CH3:18])=[CH:8][C:3]=1[C:4]([O:6][CH3:7])=[O:5].[F:19][C:20]1[CH:25]=[CH:24][C:23]([C:26]#[C:27][C:28]2[CH:35]=[CH:34][C:31]([CH:32]=O)=[CH:30][CH:29]=2)=[CH:22][CH:21]=1.C(O[BH-](OC(=O)C)OC(=O)C)(=O)C.[Na+].C([O-])(O)=O.[Na+], predict the reaction product. (5) Given the reactants [F:8][C:7]([F:10])([F:9])[C:6](O[C:6](=[O:11])[C:7]([F:10])([F:9])[F:8])=[O:11].[CH3:14][O:15][C:16]1[CH:17]=[CH:18][CH:19]=[C:20]2[C:25]=1[CH2:24][C@@H:23]([NH:26][CH3:27])[CH2:22][CH2:21]2.N1C=CC=CC=1, predict the reaction product. The product is: [F:10][C:7]([F:8])([F:9])[C:6]([N:26]([C@H:23]1[CH2:22][CH2:21][C:20]2[C:25](=[C:16]([O:15][CH3:14])[CH:17]=[CH:18][CH:19]=2)[CH2:24]1)[CH3:27])=[O:11].